From a dataset of Forward reaction prediction with 1.9M reactions from USPTO patents (1976-2016). Predict the product of the given reaction. (1) The product is: [C:1]([O:4][C@H:5]1[C@H:10]([O:11][C:12](=[O:14])[CH3:13])[C@@H:9]([O:15][C:16](=[O:18])[CH3:17])[C@H:8]([C:19]2[CH:28]=[C:27]([CH2:29][C:30]3[CH:35]=[CH:34][C:33]([C:46](=[O:48])[CH3:47])=[CH:32][CH:31]=3)[C:26]([Cl:36])=[C:25]3[C:20]=2[CH2:21][CH2:22][CH2:23][O:24]3)[O:7][C@@H:6]1[CH2:37][O:38][C:39](=[O:41])[CH3:40])(=[O:3])[CH3:2]. Given the reactants [C:1]([O:4][C@H:5]1[C@H:10]([O:11][C:12](=[O:14])[CH3:13])[C@@H:9]([O:15][C:16](=[O:18])[CH3:17])[C@H:8]([C:19]2[CH:28]=[C:27]([CH2:29][C:30]3[CH:35]=[CH:34][CH:33]=[CH:32][CH:31]=3)[C:26]([Cl:36])=[C:25]3[C:20]=2[CH2:21][CH2:22][CH2:23][O:24]3)[O:7][C@@H:6]1[CH2:37][O:38][C:39](=[O:41])[CH3:40])(=[O:3])[CH3:2].[Al+3].[Cl-].[Cl-].[Cl-].[C:46](Cl)(=[O:48])[CH3:47].Cl, predict the reaction product. (2) Given the reactants [CH:1]([B-](F)(F)F)=[CH2:2].[K+].C1C=CC(P(C2C=CC=CC=2)C2C=CC=CC=2)=CC=1.C([O-])([O-])=O.[Cs+].[Cs+].[CH2:33]([O:35][C:36]([C:38]1([CH3:51])[CH2:46][C:45]2[C:40](=[C:41]([CH3:49])[C:42](Br)=[C:43]([CH3:47])[CH:44]=2)[C:39]1=[O:50])=[O:37])[CH3:34], predict the reaction product. The product is: [CH2:33]([O:35][C:36]([C:38]1([CH3:51])[CH2:46][C:45]2[C:40](=[C:41]([CH3:49])[C:42]([CH:1]=[CH2:2])=[C:43]([CH3:47])[CH:44]=2)[C:39]1=[O:50])=[O:37])[CH3:34]. (3) Given the reactants [CH3:1][O:2][C:3]1[C:4]([NH:11][C:12](=[O:28])[C:13]2[CH:18]=[CH:17][CH:16]=[C:15]([S:19]([N:22]3[CH2:27][CH2:26][CH2:25][CH2:24][CH2:23]3)(=[O:21])=[O:20])[CH:14]=2)=[N:5][CH:6]=[C:7]([CH:9]=[CH2:10])[CH:8]=1.[H][H], predict the reaction product. The product is: [CH2:9]([C:7]1[CH:8]=[C:3]([O:2][CH3:1])[C:4]([NH:11][C:12](=[O:28])[C:13]2[CH:18]=[CH:17][CH:16]=[C:15]([S:19]([N:22]3[CH2:23][CH2:24][CH2:25][CH2:26][CH2:27]3)(=[O:21])=[O:20])[CH:14]=2)=[N:5][CH:6]=1)[CH3:10]. (4) Given the reactants [NH2:1][C:2]1[C:7]([F:8])=[C:6]([C:9]2[CH:14]=[CH:13][C:12]([Cl:15])=[C:11]([O:16][CH3:17])[C:10]=2[F:18])[N:5]=[C:4]([C:19]([OH:21])=[O:20])[C:3]=1[O:22][CH3:23].C([O-])([O-])=O.[K+].[K+].Br[CH2:31][C:32]1[CH:37]=[CH:36][CH:35]=[CH:34][CH:33]=1, predict the reaction product. The product is: [NH2:1][C:2]1[C:7]([F:8])=[C:6]([C:9]2[CH:14]=[CH:13][C:12]([Cl:15])=[C:11]([O:16][CH3:17])[C:10]=2[F:18])[N:5]=[C:4]([C:19]([O:21][CH2:31][C:32]2[CH:37]=[CH:36][CH:35]=[CH:34][CH:33]=2)=[O:20])[C:3]=1[O:22][CH3:23]. (5) Given the reactants [OH:1][C:2]1[CH:12]=[CH:11][CH:10]=[C:9]([CH3:13])[C:3]=1[C:4]([O:6][CH2:7][CH3:8])=[O:5].C(=O)([O-])[O-].[K+].[K+].F[C:21]1[C:28]([F:29])=[CH:27][CH:26]=[CH:25][C:22]=1[C:23]#[N:24], predict the reaction product. The product is: [C:23]([C:22]1[CH:25]=[CH:26][CH:27]=[C:28]([F:29])[C:21]=1[O:1][C:2]1[CH:12]=[CH:11][CH:10]=[C:9]([CH3:13])[C:3]=1[C:4]([O:6][CH2:7][CH3:8])=[O:5])#[N:24].